From a dataset of Forward reaction prediction with 1.9M reactions from USPTO patents (1976-2016). Predict the product of the given reaction. (1) Given the reactants [Cl:1][C:2]1[CH:3]=[C:4]([C:9](=[O:26])[CH2:10][C:11]([C:17]2[CH:22]=[C:21]([Br:23])[C:20]([F:24])=[C:19]([Br:25])[CH:18]=2)(O)[C:12]([F:15])([F:14])[F:13])[CH:5]=[CH:6][C:7]=1[CH3:8].S(Cl)(Cl)=O.N1C=CC=CC=1.O, predict the reaction product. The product is: [Cl:1][C:2]1[CH:3]=[C:4]([C:9](=[O:26])[CH:10]=[C:11]([C:17]2[CH:22]=[C:21]([Br:23])[C:20]([F:24])=[C:19]([Br:25])[CH:18]=2)[C:12]([F:15])([F:14])[F:13])[CH:5]=[CH:6][C:7]=1[CH3:8]. (2) Given the reactants [Cl:1][C:2]1[N:7]2[N:8]=[C:9]([C:13]3[CH:18]=[CH:17][C:16]([O:19][CH3:20])=[CH:15][CH:14]=3)[C:10]([CH:11]=[O:12])=[C:6]2[CH:5]=[CH:4][CH:3]=1.[C:21]([Mg]Br)#[CH:22], predict the reaction product. The product is: [Cl:1][C:2]1[N:7]2[N:8]=[C:9]([C:13]3[CH:18]=[CH:17][C:16]([O:19][CH3:20])=[CH:15][CH:14]=3)[C:10]([CH:11]([OH:12])[C:21]#[CH:22])=[C:6]2[CH:5]=[CH:4][CH:3]=1. (3) Given the reactants [CH2:1]1[O:4][C@@H:2]1[CH3:3].[O-]S(C(F)(F)F)(=O)=O.[Yb+3].[O-]S(C(F)(F)F)(=O)=O.[O-]S(C(F)(F)F)(=O)=O.[CH2:30]([CH2:33][NH2:34])[CH:31]=C.[H-].[Na+].[CH2:37]1OCCOCCOCCOCCOC1.[Cl:52][C:53]1[CH:54]=[C:55]([CH:68]=[CH:69][C:70]=1[O:71][CH2:72][C:73]1[CH:78]=[CH:77][CH:76]=[CH:75][N:74]=1)[NH:56][C:57]1[C:66]2[C:61](=[CH:62][CH:63]=[CH:64][C:65]=2F)[N:60]=[CH:59][N:58]=1, predict the reaction product. The product is: [CH2:33]([N:34]([CH3:37])[CH2:1][C@@H:2]([CH3:3])[O:4][C:65]1[CH:64]=[CH:63][CH:62]=[C:61]2[C:66]=1[C:57]([NH:56][C:55]1[CH:68]=[CH:69][C:70]([O:71][CH2:72][C:73]3[CH:78]=[CH:77][CH:76]=[CH:75][N:74]=3)=[C:53]([Cl:52])[CH:54]=1)=[N:58][CH:59]=[N:60]2)[CH:30]=[CH2:31].